Dataset: Full USPTO retrosynthesis dataset with 1.9M reactions from patents (1976-2016). Task: Predict the reactants needed to synthesize the given product. (1) Given the product [CH2:23]([C:21]1[N:20]=[CH:19][N:18]=[C:17]([NH:13][CH2:12][C:8]2[CH:9]=[C:10]3[C:5](=[CH:6][CH:7]=2)[NH:4][C:3]([C:2]([F:1])([F:14])[F:15])=[CH:11]3)[CH:22]=1)[CH3:24], predict the reactants needed to synthesize it. The reactants are: [F:1][C:2]([F:15])([F:14])[C:3]1[NH:4][C:5]2[C:10]([CH:11]=1)=[CH:9][C:8]([CH2:12][NH2:13])=[CH:7][CH:6]=2.Cl[C:17]1[CH:22]=[C:21]([CH2:23][CH3:24])[N:20]=[CH:19][N:18]=1. (2) Given the product [CH3:2][CH:1]([CH3:3])[C@@H:4]1[CH2:9][CH2:8][C@@H:7]([C:10]([NH:25][C@H:26]([CH2:27][C:28]2[CH:33]=[CH:32][CH:31]=[CH:30][CH:29]=2)[C:34]([OH:36])=[O:35])=[O:11])[CH2:6][CH2:5]1, predict the reactants needed to synthesize it. The reactants are: [CH:1]([C@H:4]1[CH2:9][CH2:8][C@H:7]([C:10](Cl)=[O:11])[CH2:6][CH2:5]1)([CH3:3])[CH3:2].C([C@H]1CC[C@H](C(O)=O)CC1)(C)C.[NH2:25][C@@H:26]([C:34]([OH:36])=[O:35])[CH2:27][C:28]1[CH:33]=[CH:32][CH:31]=[CH:30][CH:29]=1. (3) The reactants are: [CH2:1]([C@@H:8]1[CH2:12][O:11][C:10](=[O:13])[N:9]1[C:14](=[O:29])[C@H:15]([CH2:19][C:20]1[CH:25]=[C:24]([CH3:26])[C:23]([F:27])=[C:22]([CH3:28])[CH:21]=1)[CH2:16]C=C)[C:2]1[CH:7]=[CH:6][CH:5]=[CH:4][CH:3]=1.[F:30][C:31]1[CH:36]=[CH:35][C:34]([CH2:37][CH2:38][CH2:39][NH:40][CH3:41])=[CH:33][CH:32]=1.[C:42](O)(=O)C.[BH-](OC(C)=O)(OC(C)=O)OC(C)=O.[Na+]. Given the product [CH2:1]([C@@H:8]1[CH2:12][O:11][C:10](=[O:13])[N:9]1[C:14](=[O:29])[C@@H:15]([CH2:19][C:20]1[CH:25]=[C:24]([CH3:26])[C:23]([F:27])=[C:22]([CH3:28])[CH:21]=1)[CH2:16][CH2:41][N:40]([CH2:39][CH2:38][CH2:37][C:34]1[CH:33]=[CH:32][C:31]([F:30])=[CH:36][CH:35]=1)[CH3:42])[C:2]1[CH:3]=[CH:4][CH:5]=[CH:6][CH:7]=1, predict the reactants needed to synthesize it. (4) Given the product [OH:19][C:4]1[CH:3]=[C:2]([C:22]#[N:23])[C:10]2[O:9][C:8]([C:11]3[CH:12]=[CH:13][C:14]([OH:17])=[CH:15][CH:16]=3)=[N:7][C:6]=2[CH:5]=1, predict the reactants needed to synthesize it. The reactants are: Br[C:2]1[C:10]2[O:9][C:8]([C:11]3[CH:16]=[CH:15][C:14]([O:17]C)=[CH:13][CH:12]=3)=[N:7][C:6]=2[CH:5]=[C:4]([O:19]C)[CH:3]=1.[Cu][C:22]#[N:23].C(N(CC(O)=O)CC(O)=O)CN(CC(O)=O)CC(O)=O. (5) Given the product [Cl:1][C:2]1[S:6][C:5]([C:7]([NH:9][CH2:10][C@@H:11]2[O:27][S:37](=[O:38])[N:13]([C:14]3[CH:15]=[CH:16][C:17]([N:20]4[CH2:25][CH2:24][O:23][CH2:22][C:21]4=[O:26])=[CH:18][CH:19]=3)[CH2:12]2)=[O:8])=[CH:4][CH:3]=1, predict the reactants needed to synthesize it. The reactants are: [Cl:1][C:2]1[S:6][C:5]([C:7]([NH:9][CH2:10][C@H:11]([OH:27])[CH2:12][NH:13][C:14]2[CH:19]=[CH:18][C:17]([N:20]3[CH2:25][CH2:24][O:23][CH2:22][C:21]3=[O:26])=[CH:16][CH:15]=2)=[O:8])=[CH:4][CH:3]=1.C(N(CC)C(C)C)(C)C.[S:37](Cl)(Cl)=[O:38]. (6) Given the product [OH:28][C:27]1[C:26](=[O:29])[N:25]([CH3:30])[C:24]([N:31]2[CH2:36][CH2:35][CH2:34][CH2:33][S:32]2(=[O:38])=[O:37])=[N:23][C:22]=1[C:20]([NH:19][CH:17]([C:14]1[CH:15]=[CH:16][CH:11]=[CH:12][CH:13]=1)[CH2:18][CH3:2])=[O:21], predict the reactants needed to synthesize it. The reactants are: N1C=CC(C(N)=O)=N[CH:2]=1.Cl[C:11]1[CH:16]=[CH:15][C:14]([CH:17]([NH:19][C:20]([C:22]2[N:23]=[C:24]([N:31]3[CH2:36][CH2:35][CH2:34][CH2:33][S:32]3(=[O:38])=[O:37])[N:25]([CH3:30])[C:26](=[O:29])[C:27]=2[OH:28])=[O:21])[CH3:18])=[CH:13][CH:12]=1. (7) Given the product [C:53]([C:57]1[CH:58]=[C:59]([NH:89][S:90]([CH3:93])(=[O:91])=[O:92])[C:60]([O:87][CH3:88])=[C:61]([NH:63][C:64](=[O:86])[C:65]2[CH:70]=[CH:69][C:68]([CH3:71])=[C:67]([N:72]3[CH:76]=[C:9]([C:7]4[N:8]=[C:4]([CH:1]5[CH2:3][CH2:2]5)[N:5]([CH3:11])[CH:6]=4)[N:74]=[N:73]3)[CH:66]=2)[CH:62]=1)([CH3:56])([CH3:54])[CH3:55], predict the reactants needed to synthesize it. The reactants are: [CH:1]1([C:4]2[N:5]([CH3:11])[CH:6]=[C:7]([CH:9]=O)[N:8]=2)[CH2:3][CH2:2]1.C1(C2N(C)C(C=O)=CN=2)CC1.N(C1C=C(C=CC=1C)C(NC1C=C(C(C)(C)C)C=C(NS(C)(=O)=O)C=1OC)=O)=[N+]=[N-].[C:53]([C:57]1[CH:58]=[C:59]([NH:89][S:90]([CH3:93])(=[O:92])=[O:91])[C:60]([O:87][CH3:88])=[C:61]([NH:63][C:64](=[O:86])[C:65]2[CH:70]=[CH:69][C:68]([CH3:71])=[C:67]([N:72]3[CH:76]=C(C4N(C)C(C5CC5)=NC=4)[N:74]=[N:73]3)[CH:66]=2)[CH:62]=1)([CH3:56])([CH3:55])[CH3:54].